This data is from Reaction yield outcomes from USPTO patents with 853,638 reactions. The task is: Predict the reaction yield, written as a fraction of the theoretical maximum amount of product (1.0 means a 100% yield; for example, 0.34 means a 34% yield). (1) The reactants are [N:1]1([C:7]2[N:12]=[C:11]([N:13]3[CH:18]4[CH2:19][CH2:20][CH:14]3[CH2:15][O:16][CH2:17]4)[N:10]=[C:9]([C:21]3[CH:27]=[CH:26][C:24]([NH2:25])=[CH:23][CH:22]=3)[N:8]=2)[CH2:6][CH2:5][O:4][CH2:3][CH2:2]1.ClC(Cl)(O[C:32](=[O:38])OC(Cl)(Cl)Cl)Cl.[NH2:40][C:41]1[CH:42]=[N:43][CH:44]=[CH:45][CH:46]=1. No catalyst specified. The product is [N:1]1([C:7]2[N:12]=[C:11]([N:13]3[CH:14]4[CH2:20][CH2:19][CH:18]3[CH2:17][O:16][CH2:15]4)[N:10]=[C:9]([C:21]3[CH:27]=[CH:26][C:24]([NH:25][C:32]([NH:40][C:41]4[CH:42]=[N:43][CH:44]=[CH:45][CH:46]=4)=[O:38])=[CH:23][CH:22]=3)[N:8]=2)[CH2:2][CH2:3][O:4][CH2:5][CH2:6]1. The yield is 0.410. (2) The reactants are [OH:1][C:2]1[CH:11]=[CH:10][CH:9]=[C:8]2[C:3]=1[CH:4]=[CH:5][C:6]([C:12]#[N:13])=[N:7]2.C(=O)([O-])[O-].[K+].[K+].[Br:20][CH2:21][CH2:22]Br. The catalyst is CC(=O)CC. The product is [Br:20][CH2:21][CH2:22][O:1][C:2]1[CH:11]=[CH:10][CH:9]=[C:8]2[C:3]=1[CH:4]=[CH:5][C:6]([C:12]#[N:13])=[N:7]2. The yield is 0.630. (3) The catalyst is C1C=CC=CC=1. The reactants are [NH2:1][C:2]1[CH:10]=[CH:9][CH:8]=[C:7]([F:11])[C:3]=1[C:4]([OH:6])=O.O=S(Cl)Cl.[Cl:16][C:17]1[CH:23]=[CH:22][CH:21]=[CH:20][C:18]=1[NH2:19].C(Cl)(Cl)Cl. The yield is 0.600. The product is [NH2:1][C:2]1[CH:10]=[CH:9][CH:8]=[C:7]([F:11])[C:3]=1[C:4]([NH:19][C:18]1[CH:20]=[CH:21][CH:22]=[CH:23][C:17]=1[Cl:16])=[O:6]. (4) The reactants are [F:1][C:2]1[CH:7]=[CH:6][CH:5]=[CH:4][C:3]=1[C:8]12[CH2:16][N:15]([C:17]3[N:22]=[CH:21][C:20]([F:23])=[CH:19][N:18]=3)[CH2:14][CH:13]1[CH2:12][S:11][C:10]([NH2:24])=[N:9]2. The catalyst is CO. The product is [F:1][C:2]1[CH:7]=[CH:6][CH:5]=[CH:4][C:3]=1[C@:8]12[CH2:16][N:15]([C:17]3[N:22]=[CH:21][C:20]([F:23])=[CH:19][N:18]=3)[CH2:14][C@H:13]1[CH2:12][S:11][C:10]([NH2:24])=[N:9]2. The yield is 0.320.